Predict the product of the given reaction. From a dataset of Forward reaction prediction with 1.9M reactions from USPTO patents (1976-2016). (1) Given the reactants [C:1]1([CH2:7][O:8][C:9]2[CH:14]=[CH:13][C:12]([C:15]3[C:24]([C:25]([F:28])([F:27])[F:26])=[CH:23][C:22]4[C:17](=[CH:18][CH:19]=[CH:20][CH:21]=4)[C:16]=3[OH:29])=[CH:11][CH:10]=2)[CH:6]=[CH:5][CH:4]=[CH:3][CH:2]=1.F[C:31]1[CH:38]=[CH:37][C:34]([CH:35]=[O:36])=[CH:33][CH:32]=1.C([O-])([O-])=O.[Cs+].[Cs+], predict the reaction product. The product is: [C:1]1([CH2:7][O:8][C:9]2[CH:14]=[CH:13][C:12]([C:15]3[C:24]([C:25]([F:27])([F:28])[F:26])=[CH:23][C:22]4[C:17](=[CH:18][CH:19]=[CH:20][CH:21]=4)[C:16]=3[O:29][C:31]3[CH:38]=[CH:37][C:34]([CH:35]=[O:36])=[CH:33][CH:32]=3)=[CH:11][CH:10]=2)[CH:6]=[CH:5][CH:4]=[CH:3][CH:2]=1. (2) Given the reactants [CH3:1][O:2][C:3]1[CH:4]=[C:5]2[C:10](=[CH:11][C:12]=1[O:13][CH3:14])[N:9]=[CH:8][CH:7]=[C:6]2[O:15][C:16]1[CH:22]=[CH:21][C:19]([NH2:20])=[C:18]([CH3:23])[C:17]=1[CH3:24].C(N(CC)CC)C.[C:32](Cl)(Cl)=[S:33].[CH3:36][N:37]([CH3:41])[CH2:38][CH2:39][NH2:40], predict the reaction product. The product is: [CH3:1][O:2][C:3]1[CH:4]=[C:5]2[C:10](=[CH:11][C:12]=1[O:13][CH3:14])[N:9]=[CH:8][CH:7]=[C:6]2[O:15][C:16]1[CH:22]=[CH:21][C:19]([NH:20][C:32]([NH:40][CH2:39][CH2:38][N:37]([CH3:41])[CH3:36])=[S:33])=[C:18]([CH3:23])[C:17]=1[CH3:24].